This data is from Peptide-MHC class II binding affinity with 134,281 pairs from IEDB. The task is: Regression. Given a peptide amino acid sequence and an MHC pseudo amino acid sequence, predict their binding affinity value. This is MHC class II binding data. (1) The peptide sequence is TFYGSNPRGAAPDDH. The MHC is DRB1_0901 with pseudo-sequence DRB1_0901. The binding affinity (normalized) is 0.262. (2) The peptide sequence is SMHLMLANAGRSSGS. The MHC is DRB1_1302 with pseudo-sequence DRB1_1302. The binding affinity (normalized) is 0.933. (3) The peptide sequence is SLINSMKTSFSSRLL. The MHC is DRB1_0802 with pseudo-sequence DRB1_0802. The binding affinity (normalized) is 0.633. (4) The peptide sequence is QLQNPGVAELLSCSH. The MHC is DRB1_0101 with pseudo-sequence DRB1_0101. The binding affinity (normalized) is 0.148. (5) The peptide sequence is SGARSNVTFTVNQTS. The MHC is DRB1_0901 with pseudo-sequence DRB1_0901. The binding affinity (normalized) is 0.478. (6) The peptide sequence is FLAMITYMT. The MHC is DRB1_0101 with pseudo-sequence DRB1_0101. The binding affinity (normalized) is 0.416. (7) The peptide sequence is EKKYFGATQFEPLAA. The MHC is HLA-DPA10301-DPB10402 with pseudo-sequence HLA-DPA10301-DPB10402. The binding affinity (normalized) is 0.933.